Dataset: Catalyst prediction with 721,799 reactions and 888 catalyst types from USPTO. Task: Predict which catalyst facilitates the given reaction. Reactant: C(OC(=O)[NH:7][C:8]1[CH:13]=[C:12]([N:14]([CH3:16])[CH3:15])[C:11]([Cl:17])=[CH:10][C:9]=1[NH:18][C:19](=[O:35])[CH2:20][C:21]([C:23]1[CH:28]=[CH:27][CH:26]=[C:25]([C:29]2[N:30]([CH3:34])[N:31]=[CH:32][CH:33]=2)[CH:24]=1)=O)(C)(C)C.C(O)(C(F)(F)F)=O. Product: [Cl:17][C:11]1[C:12]([N:14]([CH3:16])[CH3:15])=[CH:13][C:8]2[N:7]=[C:21]([C:23]3[CH:28]=[CH:27][CH:26]=[C:25]([C:29]4[N:30]([CH3:34])[N:31]=[CH:32][CH:33]=4)[CH:24]=3)[CH2:20][C:19](=[O:35])[NH:18][C:9]=2[CH:10]=1. The catalyst class is: 2.